This data is from Catalyst prediction with 721,799 reactions and 888 catalyst types from USPTO. The task is: Predict which catalyst facilitates the given reaction. (1) Reactant: O=[C:2]1[CH2:6][CH2:5][CH2:4][N:3]1[C:7]([O:9][C:10]1[CH:15]=[C:14]([F:16])[CH:13]=[CH:12][C:11]=1/[CH:17]=[C:18]1\[C:19](=[O:29])[N:20]=[C:21]([N:23]2[CH2:28][CH2:27][CH2:26][CH2:25][NH:24]2)[S:22]\1)=[O:8].[BH4-].[Na+]. Product: [N:3]1([C:7]([O:9][C:10]2[CH:15]=[C:14]([F:16])[CH:13]=[CH:12][C:11]=2/[CH:17]=[C:18]2\[C:19](=[O:29])[N:20]=[C:21]([N:23]3[CH2:28][CH2:27][CH2:26][CH2:25][NH:24]3)[S:22]\2)=[O:8])[CH:2]=[CH:6][CH2:5][CH2:4]1. The catalyst class is: 5. (2) Reactant: C([C@@H]1C(OC)=[N:8][C@@H:7]([CH2:12][CH2:13][CH2:14][CH2:15][CH2:16][C:17]2([CH3:22])OCC[O:18]2)[C:6]([O:23][CH3:24])=N1)(C)C.Cl.[OH-:26].[Na+]. Product: [NH2:8][C@@H:7]([CH2:12][CH2:13][CH2:14][CH2:15][CH2:16][C:17](=[O:18])[CH3:22])[C:6]([O:23][CH3:24])=[O:26]. The catalyst class is: 23. (3) Reactant: [H-].[Na+].C(OP([CH2:11][C:12]([O:14][CH2:15][CH3:16])=[O:13])(OCC)=O)C.[C:17]1(=O)[CH2:22][CH2:21][CH2:20][CH2:19][CH2:18]1. Product: [C:17]1(=[CH:11][C:12]([O:14][CH2:15][CH3:16])=[O:13])[CH2:22][CH2:21][CH2:20][CH2:19][CH2:18]1. The catalyst class is: 28. (4) Reactant: [F:1][C:2]1[CH:3]=[CH:4][C:5]([C:18]([O:20][CH3:21])=[O:19])=[N:6][C:7]=1[C:8]1[CH2:17][CH2:16][C:11]2([O:15][CH2:14][CH2:13][O:12]2)[CH2:10][CH:9]=1. Product: [F:1][C:2]1[CH:3]=[CH:4][C:5]([C:18]([O:20][CH3:21])=[O:19])=[N:6][C:7]=1[CH:8]1[CH2:9][CH2:10][C:11]2([O:15][CH2:14][CH2:13][O:12]2)[CH2:16][CH2:17]1. The catalyst class is: 19. (5) Reactant: [F:1][C:2]1[CH:7]=[CH:6][C:5]([C:8]2[N:9]=[N:10][S:11][C:12]=2[CH:13]=O)=[CH:4][CH:3]=1.C(OP([CH2:23][C:24]([O:26]CC)=[O:25])(OCC)=O)C.[H-].[Na+].Cl. Product: [F:1][C:2]1[CH:3]=[CH:4][C:5]([C:8]2[N:9]=[N:10][S:11][C:12]=2/[CH:13]=[CH:23]/[C:24]([OH:26])=[O:25])=[CH:6][CH:7]=1. The catalyst class is: 9. (6) Reactant: [C:1]1([OH:7])[CH:6]=[CH:5][CH:4]=[CH:3][CH:2]=1.[H-].[Na+].[C:10]([C:13]1[CH:17]=[C:16]([Cl:18])[S:15][C:14]=1Cl)(=[O:12])[CH3:11].O. Product: [C:10]([C:13]1[CH:17]=[C:16]([Cl:18])[S:15][C:14]=1[O:7][C:1]1[CH:6]=[CH:5][CH:4]=[CH:3][CH:2]=1)(=[O:12])[CH3:11]. The catalyst class is: 122.